Dataset: Full USPTO retrosynthesis dataset with 1.9M reactions from patents (1976-2016). Task: Predict the reactants needed to synthesize the given product. (1) Given the product [CH3:12][O:11][C:3]1[CH:4]=[C:5]([N+:8]([O-:10])=[O:9])[CH:6]=[CH:7][C:2]=1[NH:29][CH2:30][CH2:31][C:22]1[CH:27]=[CH:26][CH:25]=[CH:24][N:23]=1, predict the reactants needed to synthesize it. The reactants are: Cl[C:2]1[CH:7]=[CH:6][C:5]([N+:8]([O-:10])=[O:9])=[CH:4][C:3]=1[O:11][CH3:12].C(=O)([O-])[O-].[Na+].[Na+].CCN[C:22]1[CH:27]=[CH:26][CH:25]=[CH:24][N:23]=1.C[N:29]1C(=O)C[CH2:31][CH2:30]1. (2) The reactants are: COC1C=CC(C[NH:8][C:9]2[S:10][C:11]([C:15]3[CH:20]=[CH:19][N:18]=[C:17]([N:21]4[CH2:26][CH2:25][O:24][CH2:23][CH2:22]4)[N:16]=3)=[C:12]([CH3:14])[N:13]=2)=CC=1. Given the product [CH3:14][C:12]1[N:13]=[C:9]([NH2:8])[S:10][C:11]=1[C:15]1[CH:20]=[CH:19][N:18]=[C:17]([N:21]2[CH2:26][CH2:25][O:24][CH2:23][CH2:22]2)[N:16]=1, predict the reactants needed to synthesize it.